From a dataset of Reaction yield outcomes from USPTO patents with 853,638 reactions. Predict the reaction yield, written as a fraction of the theoretical maximum amount of product (1.0 means a 100% yield; for example, 0.34 means a 34% yield). (1) The reactants are [F:1][C:2]1[CH:7]=[CH:6][CH:5]=[C:4]([F:8])[C:3]=1[C:9]1[C:10]([OH:15])=[CH:11][CH:12]=[CH:13][CH:14]=1.[C:16](=[O:19])([O-])[O-].[K+].[K+].[CH2:22](Br)[CH:23]=C.C(OCC=C)C=C.C(C1C(C(F)(F)F)=CC=C(Cl)C=1O)C=C.C(C1C=CC=C(C2C(F)=CC=CC=2F)C=1O)C=C.FC1C(F)=C(O)C(C2C=CC=CC=2)=CC=1.ClC1C=C(C=CC=1)C(OO)=O.ClC1C2OC(CO)CC=2C(C(F)(F)F)=CC=1. The catalyst is C1(C)C=C(C)C=C(C)C=1. The product is [F:1][C:2]1[CH:7]=[CH:6][CH:5]=[C:4]([F:8])[C:3]=1[C:9]1[C:10]2[O:15][CH:23]([CH2:16][OH:19])[CH2:22][C:11]=2[CH:12]=[CH:13][CH:14]=1. The yield is 0.720. (2) The reactants are Cl[C:2]1[C:11]([N+:12]([O-:14])=[O:13])=[CH:10][CH:9]=[CH:8][C:3]=1[C:4]([O:6][CH3:7])=[O:5].C(N(CC)CC)C.[CH3:22][O:23][CH:24]([O:27][CH3:28])[CH2:25][NH2:26]. The catalyst is C1COCC1. The product is [CH3:22][O:23][CH:24]([O:27][CH3:28])[CH2:25][NH:26][C:2]1[C:11]([N+:12]([O-:14])=[O:13])=[CH:10][CH:9]=[CH:8][C:3]=1[C:4]([O:6][CH3:7])=[O:5]. The yield is 0.980. (3) The reactants are [F:1][C:2]1[CH:10]=[N:9][CH:8]=[CH:7][C:3]=1[C:4]([OH:6])=O.[CH2:11]([O:18][C:19]1[CH:25]=[CH:24][CH:23]=[CH:22][C:20]=1[NH2:21])[C:12]1[CH:17]=[CH:16][CH:15]=[CH:14][CH:13]=1.F[P-](F)(F)(F)(F)F.N1(O[P+](N(C)C)(N(C)C)N(C)C)C2C=CC=CC=2N=N1.O. The catalyst is CN(C=O)C. The product is [CH2:11]([O:18][C:19]1[CH:25]=[CH:24][CH:23]=[CH:22][C:20]=1[NH:21][C:4](=[O:6])[C:3]1[CH:7]=[CH:8][N:9]=[CH:10][C:2]=1[F:1])[C:12]1[CH:13]=[CH:14][CH:15]=[CH:16][CH:17]=1. The yield is 0.970. (4) The product is [S:26]1[C:27]2[CH:33]=[CH:32][CH:31]=[CH:30][C:28]=2[N:29]=[C:25]1[O:1][C:2]1[CH:3]=[CH:4][C:5]([O:6][CH2:7][CH2:8][N:9]2[CH2:14][CH2:13][CH:12]([OH:15])[CH2:11][CH2:10]2)=[CH:16][CH:17]=1. The catalyst is CN(C=O)C. The yield is 0.690. The reactants are [OH:1][C:2]1[CH:17]=[CH:16][C:5]([O:6][CH2:7][CH2:8][N:9]2[CH2:14][CH2:13][CH:12]([OH:15])[CH2:11][CH2:10]2)=[CH:4][CH:3]=1.C([O-])([O-])=O.[Cs+].[Cs+].Cl[C:25]1[S:26][C:27]2[CH:33]=[CH:32][CH:31]=[CH:30][C:28]=2[N:29]=1. (5) The reactants are [Cl:1]N1C(=O)CCC1=O.[OH:9][C:10]1[CH:11]=[C:12]2[C:17](=[CH:18][CH:19]=1)[CH:16]=[C:15]([C:20]#[N:21])[CH:14]=[CH:13]2. The catalyst is C(Cl)Cl.[Cl-].[Cl-].[Cl-].[Cl-].[Zr+4]. The product is [Cl:1][C:11]1[C:10]([OH:9])=[CH:19][CH:18]=[C:17]2[C:12]=1[CH:13]=[CH:14][C:15]([C:20]#[N:21])=[CH:16]2. The yield is 0.650. (6) The reactants are [CH2:1]([N:4]1[CH:8]=[CH:7][N:6]=[CH:5]1)[C:2]#[CH:3].Br[C:10]1[C:11]([NH:18][CH2:19][C:20]([CH3:23])([CH3:22])[CH3:21])=[N:12][C:13]([C:16]#[N:17])=[N:14][CH:15]=1.C(N(CC)CC)C. The catalyst is CN(C=O)C.O.CCOC(C)=O.[Cu]I. The product is [CH3:21][C:20]([CH3:23])([CH3:22])[CH2:19][N:18]1[C:11]2[N:12]=[C:13]([C:16]#[N:17])[N:14]=[CH:15][C:10]=2[CH:3]=[C:2]1[CH2:1][N:4]1[CH:8]=[CH:7][N:6]=[CH:5]1. The yield is 0.640. (7) The reactants are [N+:1]([C:4]1[C:9]2[N:10]3[CH2:14][C:11]3([C:15]3[CH:20]=[CH:19][CH:18]=[CH:17][N:16]=3)[CH2:12][O:13][C:8]=2[CH:7]=[CH:6][CH:5]=1)([O-])=O.[H][H]. The catalyst is CO.O1CCCC1.[Pd]. The product is [CH3:14][C:11]1([C:15]2[CH:20]=[CH:19][CH:18]=[CH:17][N:16]=2)[NH:10][C:9]2=[C:4]([NH2:1])[CH:5]=[CH:6][CH:7]=[C:8]2[O:13][CH2:12]1. The yield is 0.300. (8) The reactants are [F:1][CH:2]([F:11])[C:3]([C:5]1[CH:10]=[CH:9][CH:8]=[CH:7][CH:6]=1)=[O:4].Br[C:13]1[CH:18]=[CH:17][C:16]2[O:19][CH2:20][O:21][C:15]=2[CH:14]=1.ClC1C=CC2OCOC=2C=1. No catalyst specified. The product is [O:19]1[C:16]2[CH:17]=[CH:18][C:13]([C:2]([F:11])([F:1])[C:3]([C:5]3[CH:6]=[CH:7][CH:8]=[CH:9][CH:10]=3)=[O:4])=[CH:14][C:15]=2[O:21][CH2:20]1. The yield is 0.860.